Dataset: Peptide-MHC class II binding affinity with 134,281 pairs from IEDB. Task: Regression. Given a peptide amino acid sequence and an MHC pseudo amino acid sequence, predict their binding affinity value. This is MHC class II binding data. (1) The peptide sequence is GELQIVDKIDRAFKI. The MHC is DRB1_1501 with pseudo-sequence DRB1_1501. The binding affinity (normalized) is 0.593. (2) The peptide sequence is ARNVRFLPTAAAAQG. The MHC is HLA-DQA10501-DQB10301 with pseudo-sequence HLA-DQA10501-DQB10301. The binding affinity (normalized) is 0.422.